Dataset: Full USPTO retrosynthesis dataset with 1.9M reactions from patents (1976-2016). Task: Predict the reactants needed to synthesize the given product. (1) Given the product [F:20][C:11]1[CH:12]=[C:13]([C:16]([OH:19])([CH3:17])[CH3:18])[CH:14]=[CH:15][C:10]=1[C:4]1[S:3][C:2]([NH:1][C:22]2[CH:23]=[CH:24][CH:25]=[C:26]([CH:28]([N:34]3[CH2:39][CH2:38][O:37][CH2:36][CH2:35]3)[CH:29]([OH:33])[CH:30]([CH3:32])[CH3:31])[N:27]=2)=[C:6]([C:7]([NH2:9])=[O:8])[CH:5]=1, predict the reactants needed to synthesize it. The reactants are: [NH2:1][C:2]1[S:3][C:4]([C:10]2[CH:15]=[CH:14][C:13]([C:16]([OH:19])([CH3:18])[CH3:17])=[CH:12][C:11]=2[F:20])=[CH:5][C:6]=1[C:7]([NH2:9])=[O:8].Br[C:22]1[N:27]=[C:26]([CH:28]([N:34]2[CH2:39][CH2:38][O:37][CH2:36][CH2:35]2)[CH:29]([OH:33])[CH:30]([CH3:32])[CH3:31])[CH:25]=[CH:24][CH:23]=1. (2) Given the product [Cl:24][CH2:10][C:9]1[CH:14]=[CH:15][C:6]([O:5][CH2:4][CH2:3][O:2][CH3:1])=[C:7]([N+:16]([O-:18])=[O:17])[CH:8]=1, predict the reactants needed to synthesize it. The reactants are: [CH3:1][O:2][CH2:3][CH2:4][O:5][C:6]1[CH:15]=[CH:14][C:9]([C:10](OC)=O)=[CH:8][C:7]=1[N+:16]([O-:18])=[O:17].[BH4-].[Li+].Cl.S(Cl)([Cl:24])=O. (3) The reactants are: [Cl:1][C:2]1[CH:3]=[C:4]([NH:8][CH2:9][C:10]2[C:19]3[C:14](=[C:15]([F:20])[CH:16]=[CH:17][CH:18]=3)[NH:13][C:12](=[O:21])[CH:11]=2)[CH:5]=[CH:6][CH:7]=1.[CH3:22][C:23]1[CH:31]=[CH:30][C:26]([C:27](Cl)=[O:28])=[CH:25][CH:24]=1. Given the product [Cl:1][C:2]1[CH:3]=[C:4]([N:8]([CH2:9][C:10]2[C:19]3[C:14](=[C:15]([F:20])[CH:16]=[CH:17][CH:18]=3)[NH:13][C:12](=[O:21])[CH:11]=2)[C:27](=[O:28])[C:26]2[CH:30]=[CH:31][C:23]([CH3:22])=[CH:24][CH:25]=2)[CH:5]=[CH:6][CH:7]=1, predict the reactants needed to synthesize it. (4) The reactants are: C1([C@@H](N2CC[C@H](OC3CCCCO3)C2)CO)C=CC=CC=1.[C:22]1([C@H:28](O)[CH2:29][N:30]2[CH2:34][CH2:33][C@H:32]([O:35][CH:36]3[CH2:41][CH2:40][CH2:39][CH2:38][O:37]3)[CH2:31]2)[CH:27]=[CH:26][CH:25]=[CH:24][CH:23]=1.[Cl:43][C:44]1[CH:53]=[C:52]([NH:54][CH3:55])[CH:51]=[CH:50][C:45]=1[C:46]([O:48][CH3:49])=[O:47]. Given the product [Cl:43][C:44]1[CH:53]=[C:52]([N:54]([C@@H:28]([C:22]2[CH:27]=[CH:26][CH:25]=[CH:24][CH:23]=2)[CH2:29][N:30]2[CH2:34][CH2:33][C@H:32]([O:35][CH:36]3[CH2:41][CH2:40][CH2:39][CH2:38][O:37]3)[CH2:31]2)[CH3:55])[CH:51]=[CH:50][C:45]=1[C:46]([O:48][CH3:49])=[O:47], predict the reactants needed to synthesize it. (5) Given the product [Cl:20][CH2:19][CH2:18][CH2:17][N:5]1[CH2:6][C@H:7]2[C@:3]([N:2]([CH3:9])[CH3:1])([CH2:8]2)[CH2:4]1, predict the reactants needed to synthesize it. The reactants are: [CH3:1][N:2]([CH3:9])[C@:3]12[CH2:8][C@H:7]1[CH2:6][NH:5][CH2:4]2.C([O-])([O-])=O.[K+].[K+].Br[CH2:17][CH2:18][CH2:19][Cl:20].O.